Dataset: Forward reaction prediction with 1.9M reactions from USPTO patents (1976-2016). Task: Predict the product of the given reaction. The product is: [NH2:1][CH:4]1[CH:5]2[O:11][CH2:10][CH:9]([O:12][CH2:13][CH2:14][OH:15])[CH:6]2[O:7][CH2:8]1. Given the reactants [N:1]([CH:4]1[CH2:8][O:7][CH:6]2[CH:9]([O:12][CH2:13][CH2:14][O:15]CC3C=CC=CC=3)[CH2:10][O:11][CH:5]12)=[N+]=[N-], predict the reaction product.